This data is from Reaction yield outcomes from USPTO patents with 853,638 reactions. The task is: Predict the reaction yield, written as a fraction of the theoretical maximum amount of product (1.0 means a 100% yield; for example, 0.34 means a 34% yield). (1) The reactants are Cl[C:2]1[CH:7]=[CH:6][C:5]([O:8][C:9]2[CH:14]=[CH:13][C:12]([F:15])=[C:11]([F:16])[CH:10]=2)=[CH:4][N:3]=1.[CH3:17][N:18]1[CH2:23][CH2:22][N:21]([C:24]2[CH:25]=[C:26]([CH:28]=[CH:29][CH:30]=2)[NH2:27])[CH2:20][CH2:19]1.C1(P(C2C=CC=CC=2)C2C3OC4C(=CC=CC=4P(C4C=CC=CC=4)C4C=CC=CC=4)C(C)(C)C=3C=CC=2)C=CC=CC=1.C(=O)([O-])[O-].[Cs+].[Cs+]. The catalyst is O1CCOCC1.C(OCC)(=O)C. The product is [F:16][C:11]1[CH:10]=[C:9]([CH:14]=[CH:13][C:12]=1[F:15])[O:8][C:5]1[CH:6]=[CH:7][C:2]([NH:27][C:26]2[CH:28]=[CH:29][CH:30]=[C:24]([N:21]3[CH2:20][CH2:19][N:18]([CH3:17])[CH2:23][CH2:22]3)[CH:25]=2)=[N:3][CH:4]=1. The yield is 0.250. (2) The reactants are [CH:1]1[C:6]([OH:7])=[CH:5][CH:4]=[C:3]([Br:8])[CH:2]=1.[OH-].[Na+].[Cl:11][CH2:12][CH2:13][CH2:14][CH2:15][CH2:16][CH2:17]Br.[K+].[Br-]. The catalyst is O. The product is [Cl:11][CH2:12][CH2:13][CH2:14][CH2:15][CH2:16][CH2:17][O:7][C:6]1[CH:5]=[CH:4][C:3]([Br:8])=[CH:2][CH:1]=1. The yield is 0.780. (3) The reactants are [CH:1]1([NH:6][C:7]2[CH:16]=[CH:15][C:10]([C:11]([O:13][CH3:14])=[O:12])=[CH:9][C:8]=2I)[CH2:5][CH2:4][CH2:3][CH2:2]1.[Cl-].[Li+].C([O-])(=O)C.[K+].[CH3:25][Si:26]([CH3:31])([CH3:30])[C:27]#[C:28][CH3:29].[Cl-].[NH4+]. The catalyst is CN(C=O)C.C([O-])(=O)C.[Pd+2].C([O-])(=O)C. The product is [CH:1]1([N:6]2[C:7]3[C:8](=[CH:9][C:10]([C:11]([O:13][CH3:14])=[O:12])=[CH:15][CH:16]=3)[C:28]([CH3:29])=[C:27]2[Si:26]([CH3:31])([CH3:30])[CH3:25])[CH2:5][CH2:4][CH2:3][CH2:2]1. The yield is 0.750. (4) The reactants are Br[C:2]1[N:7]=[C:6]([C:8]2[NH:17][C:16](=[O:18])[C:15]3[C:10](=[CH:11][C:12]([O:21][CH3:22])=[CH:13][C:14]=3[O:19][CH3:20])[N:9]=2)[CH:5]=[CH:4][C:3]=1[O:23][CH3:24].[CH:25]([N:28]1[CH2:33][CH2:32][NH:31][CH2:30][CH2:29]1)([CH3:27])[CH3:26].C1C=CC(P(C2C(C3C(P(C4C=CC=CC=4)C4C=CC=CC=4)=CC=C4C=3C=CC=C4)=C3C(C=CC=C3)=CC=2)C2C=CC=CC=2)=CC=1.C([O-])([O-])=O.[Cs+].[Cs+]. The catalyst is ClCCl.C([O-])(=O)C.[Pd+2].C([O-])(=O)C. The product is [CH:25]([N:28]1[CH2:33][CH2:32][N:31]([C:2]2[N:7]=[C:6]([C:8]3[NH:17][C:16](=[O:18])[C:15]4[C:10](=[CH:11][C:12]([O:21][CH3:22])=[CH:13][C:14]=4[O:19][CH3:20])[N:9]=3)[CH:5]=[CH:4][C:3]=2[O:23][CH3:24])[CH2:30][CH2:29]1)([CH3:27])[CH3:26]. The yield is 0.250. (5) The reactants are [CH2:1]([OH:4])[C:2]#[CH:3].N1C=CN=C1.[CH3:10][C:11]([Si:14](Cl)([CH3:16])[CH3:15])([CH3:13])[CH3:12].[Cl-].[NH4+]. The product is [C:11]([Si:14]([CH3:16])([CH3:15])[O:4][CH2:1][C:2]#[CH:3])([CH3:13])([CH3:12])[CH3:10]. The catalyst is ClC(Cl)C. The yield is 0.670. (6) The reactants are [CH2:1]([O:5][P:6]([C:13]1[CH:17]=[C:16]([Sn:18]([CH2:27][CH2:28][CH2:29][CH3:30])([CH2:23][CH2:24][CH2:25][CH3:26])[CH2:19][CH2:20][CH2:21][CH3:22])[S:15][C:14]=1[Sn](CCCC)(CCCC)CCCC)(OCCCC)=[O:7])[CH2:2][CH2:3][CH3:4].C([Li])CCC.P([O-])([O-])(O)=O.[Na+].[Na+].P([O-])(O)(O)=O.[Na+]. The catalyst is C1COCC1. The product is [CH2:1]([O:5][P:6](=[C:13]1[CH:17]=[C:16]([Sn:18]([CH2:27][CH2:28][CH2:29][CH3:30])([CH2:23][CH2:24][CH2:25][CH3:26])[CH2:19][CH2:20][CH2:21][CH3:22])[S:15][CH2:14]1)=[O:7])[CH2:2][CH2:3][CH3:4]. The yield is 0.830. (7) The product is [CH2:31]([O:30][C@@H:8]([CH2:9][C:10]1[CH:11]=[CH:12][C:13]([O:16][CH2:17][CH2:18][C:19]2[CH:20]=[CH:21][C:22]([O:25][S:26]([CH3:29])(=[O:27])=[O:28])=[CH:23][CH:24]=2)=[CH:14][CH:15]=1)[C:7]([OH:33])=[O:6])[CH3:32]. The yield is 0.720. The reactants are O.[OH-].[Li+].C([O:6][C:7](=[O:33])[C@@H:8]([O:30][CH2:31][CH3:32])[CH2:9][C:10]1[CH:15]=[CH:14][C:13]([O:16][CH2:17][CH2:18][C:19]2[CH:24]=[CH:23][C:22]([O:25][S:26]([CH3:29])(=[O:28])=[O:27])=[CH:21][CH:20]=2)=[CH:12][CH:11]=1)C. The catalyst is O.O1CCCC1.